Dataset: Forward reaction prediction with 1.9M reactions from USPTO patents (1976-2016). Task: Predict the product of the given reaction. The product is: [CH2:18]([CH:17]([C:16]1[C:11]2[N:12]([C:8]([C:4]3[O:3][C:2]([N:31]([CH3:32])[CH3:30])=[N:6][C:5]=3[CH3:7])=[C:9]([CH3:23])[N:10]=2)[N:13]=[C:14]([CH3:22])[CH:15]=1)[CH2:20][CH3:21])[CH3:19]. Given the reactants Br[C:2]1[O:3][C:4]([C:8]2[N:12]3[N:13]=[C:14]([CH3:22])[CH:15]=[C:16]([CH:17]([CH2:20][CH3:21])[CH2:18][CH3:19])[C:11]3=[N:10][C:9]=2[CH3:23])=[C:5]([CH3:7])[N:6]=1.C(=O)([O-])[O-].[Cs+].[Cs+].[CH3:30][NH:31][CH3:32], predict the reaction product.